This data is from Forward reaction prediction with 1.9M reactions from USPTO patents (1976-2016). The task is: Predict the product of the given reaction. (1) Given the reactants [P:1]([O-:7])([O:5]C)([O:3]C)=O.[C:8]([P:11](=[O:16])([O:14]C)[O:12]C)(=[O:10])[CH3:9].[P].[Si].[S].[C:20](Cl)(=[O:38])[CH2:21][CH2:22][CH2:23][CH2:24][CH2:25][CH2:26][CH2:27]/[CH:28]=[CH:29]\[CH2:30][CH2:31][CH2:32][CH2:33][CH2:34][CH2:35][CH2:36]C, predict the reaction product. The product is: [C:20]([O:10][C:8]([P:1](=[O:3])([OH:5])[OH:7])([P:11](=[O:16])([OH:14])[OH:12])[CH3:9])(=[O:38])[CH2:21][CH2:22][CH2:23][CH2:24][CH2:25][CH2:26]/[CH:27]=[CH:28]\[CH2:29][CH2:30][CH2:31][CH2:32][CH2:33][CH2:34][CH2:35][CH3:36]. (2) Given the reactants [CH2:1]([CH:3]([CH2:7][CH3:8])C(O)=O)[CH3:2].C1C=CC(P(N=[N+]=[N-])(C2C=CC=CC=2)=O)=CC=1.[NH2:26][C:27]1[C:28]([OH:38])=[C:29]([S:34]([NH2:37])(=[O:36])=[O:35])[C:30]([Cl:33])=[CH:31][CH:32]=1.C[N:40]([CH:42]=[O:43])C, predict the reaction product. The product is: [Cl:33][C:30]1[C:29]([S:34]([NH2:37])(=[O:36])=[O:35])=[C:28]([OH:38])[C:27]([NH:26][C:42]([NH:40][CH:3]([CH2:1][CH3:2])[CH2:7][CH3:8])=[O:43])=[CH:32][CH:31]=1. (3) Given the reactants [CH3:1][C:2]1[S:3][C:4]2[CH:10]=[CH:9][C:8]([CH3:11])=[CH:7][C:5]=2[N:6]=1.[Br:12]Br, predict the reaction product. The product is: [Br:12][C:7]1[C:5]2[N:6]=[C:2]([CH3:1])[S:3][C:4]=2[CH:10]=[CH:9][C:8]=1[CH3:11]. (4) The product is: [C:28]([C:26]1[CH:25]=[C:7]([CH:6]=[C:5]([C:1]([CH3:4])([CH3:3])[CH3:2])[CH:27]=1)[CH2:8][C@H:9]1[CH2:14][C@@H:13]([C:15]2[O:19][NH:18][C:17](=[O:20])[CH:16]=2)[CH2:12][CH2:11][NH:10]1)([CH3:30])([CH3:31])[CH3:29]. Given the reactants [C:1]([C:5]1[CH:6]=[C:7]([CH:25]=[C:26]([C:28]([CH3:31])([CH3:30])[CH3:29])[CH:27]=1)[CH2:8][C@H:9]1[CH2:14][C@@H:13]([C:15]2[O:19][NH:18][C:17](=[O:20])[CH:16]=2)[CH2:12][CH2:11][N:10]1C(OC)=O)([CH3:4])([CH3:3])[CH3:2].C(O)(=O)C, predict the reaction product. (5) Given the reactants [CH2:1]([O:3][C:4]1[CH:5]=[C:6]([NH2:13])[C:7]([NH2:12])=[CH:8][C:9]=1[CH2:10][CH3:11])[CH3:2].[N+:14]([C:17]1[C:18]([CH:28]=O)=[N:19][N:20]([CH:22]2[CH2:27][CH2:26][CH2:25][CH2:24][O:23]2)[CH:21]=1)([O-:16])=[O:15].S(=O)(O)[O-].[Na+].O, predict the reaction product. The product is: [CH2:1]([O:3][C:4]1[C:9]([CH2:10][CH3:11])=[CH:8][C:7]2[NH:12][C:28]([C:18]3[C:17]([N+:14]([O-:16])=[O:15])=[CH:21][N:20]([CH:22]4[CH2:27][CH2:26][CH2:25][CH2:24][O:23]4)[N:19]=3)=[N:13][C:6]=2[CH:5]=1)[CH3:2].